This data is from Full USPTO retrosynthesis dataset with 1.9M reactions from patents (1976-2016). The task is: Predict the reactants needed to synthesize the given product. (1) Given the product [C:1]([O:5][C:6](=[O:52])[N:7]([CH2:17][CH:18]([OH:51])[CH:19]([NH:36][C:37](=[O:50])[CH2:38][NH2:39])[CH2:20][C:21]1[CH:22]=[C:23]([OH:28])[CH:24]=[C:25]([F:27])[CH:26]=1)[CH2:8][C:9]1[CH:14]=[CH:13][CH:12]=[C:11]([CH2:15][CH3:16])[CH:10]=1)([CH3:2])([CH3:3])[CH3:4], predict the reactants needed to synthesize it. The reactants are: [C:1]([O:5][C:6](=[O:52])[N:7]([CH2:17][CH:18]([OH:51])[CH:19]([NH:36][C:37](=[O:50])[CH2:38][NH:39]C(OCC1C=CC=CC=1)=O)[CH2:20][C:21]1[CH:26]=[C:25]([F:27])[CH:24]=[C:23]([O:28]CC2C=CC=CC=2)[CH:22]=1)[CH2:8][C:9]1[CH:14]=[CH:13][CH:12]=[C:11]([CH2:15][CH3:16])[CH:10]=1)([CH3:4])([CH3:3])[CH3:2]. (2) Given the product [Br:11][C:12]1[C:21]2[C:16](=[CH:17][CH:18]=[C:19]([C:22]([C:24]3[CH:29]=[CH:28][C:27]([Cl:30])=[CH:26][CH:25]=3)([C:2]3[S:1][CH:5]=[CH:4][N:3]=3)[OH:23])[CH:20]=2)[N:15]=[C:14]([O:31][C:32]([CH3:35])([CH3:34])[CH3:33])[CH:13]=1, predict the reactants needed to synthesize it. The reactants are: [S:1]1[CH:5]=[CH:4][N:3]=[CH:2]1.[Li]CCCC.[Br:11][C:12]1[C:21]2[C:16](=[CH:17][CH:18]=[C:19]([C:22]([C:24]3[CH:29]=[CH:28][C:27]([Cl:30])=[CH:26][CH:25]=3)=[O:23])[CH:20]=2)[N:15]=[C:14]([O:31][C:32]([CH3:35])([CH3:34])[CH3:33])[CH:13]=1.